This data is from Reaction yield outcomes from USPTO patents with 853,638 reactions. The task is: Predict the reaction yield, written as a fraction of the theoretical maximum amount of product (1.0 means a 100% yield; for example, 0.34 means a 34% yield). The reactants are [H-].[Na+].N#N.[F:5][C:6]([F:13])([F:12])[C:7]1[CH:11]=[CH:10][NH:9][N:8]=1.C(Cl)[C:15]1[CH:20]=[CH:19][CH:18]=CC=1.[CH3:22][N:23](C=O)C. The catalyst is CCCCCC. The product is [CH:20]1([CH2:15][N:9]2[C:10]([CH2:22][NH2:23])=[CH:11][C:7]([C:6]([F:13])([F:12])[F:5])=[N:8]2)[CH2:18][CH2:19]1. The yield is 0.700.